Dataset: Full USPTO retrosynthesis dataset with 1.9M reactions from patents (1976-2016). Task: Predict the reactants needed to synthesize the given product. (1) Given the product [Si:32]([O:31][CH2:30][C@@H:18]1[C@@H:19]([C:21]2[CH:22]=[CH:23][C:24]([N+:27]([O-:29])=[O:28])=[CH:25][CH:26]=2)[CH2:20][NH:16][CH2:17]1)([C:35]([CH3:38])([CH3:37])[CH3:36])([CH3:34])[CH3:33], predict the reactants needed to synthesize it. The reactants are: C(=O)(O)O.ClC(Cl)C.C([N:16]1[CH2:20][C@H:19]([C:21]2[CH:26]=[CH:25][C:24]([N+:27]([O-:29])=[O:28])=[CH:23][CH:22]=2)[C@@H:18]([CH2:30][O:31][Si:32]([C:35]([CH3:38])([CH3:37])[CH3:36])([CH3:34])[CH3:33])[CH2:17]1)C1C=CC=CC=1.C(=O)([O-])[O-].[Na+].[Na+]. (2) Given the product [F:1][C:2]1[CH:7]=[C:6]([F:8])[CH:5]=[CH:4][C:3]=1[C@:9]12[CH2:18][O:17][C@@H:16]([C:19]3[O:20][CH:21]=[N:22][N:23]=3)[CH2:15][C@H:14]1[CH2:13][S:12][C:11]([NH2:24])=[N:10]2, predict the reactants needed to synthesize it. The reactants are: [F:1][C:2]1[CH:7]=[C:6]([F:8])[CH:5]=[CH:4][C:3]=1[C@:9]12[CH2:18][O:17][C@@H:16]([C:19]3[O:20][CH:21]=[N:22][N:23]=3)[CH2:15][C@H:14]1[CH2:13][S:12][C:11]([NH:24]C(=O)C1C=CC=CC=1)=[N:10]2.FC(F)(F)C(O)=O.FC1C=C(F)C=CC=1[C@]12CO[C@@H](C3ON=C(C)N=3)C[C@H]1CSC(N)=N2. (3) The reactants are: [CH2:1]([O:4][C:5]1[C:10]([C:11]#[N:12])=[CH:9][C:8]([C:13]2[O:17][N:16]=[C:15]([C:18]3[CH:28]=[CH:27][C:21]4[CH2:22][CH2:23][NH:24][CH2:25][CH2:26][C:20]=4[CH:19]=3)[N:14]=2)=[CH:7][N:6]=1)[CH2:2][CH3:3].[CH3:29][C:30]1([CH3:37])[O:35][CH2:34][C:33](=O)[CH2:32][O:31]1.C(O[BH-](OC(=O)C)OC(=O)C)(=O)C.[Na+]. Given the product [CH3:29][C:30]1([CH3:37])[O:35][CH2:34][CH:33]([N:24]2[CH2:23][CH2:22][C:21]3[CH:27]=[CH:28][C:18]([C:15]4[N:14]=[C:13]([C:8]5[CH:9]=[C:10]([C:11]#[N:12])[C:5]([O:4][CH2:1][CH2:2][CH3:3])=[N:6][CH:7]=5)[O:17][N:16]=4)=[CH:19][C:20]=3[CH2:26][CH2:25]2)[CH2:32][O:31]1, predict the reactants needed to synthesize it. (4) Given the product [O:13]1[CH2:14][CH2:15][CH:10]([C:6]2[C:7](=[O:9])[O:8][C:3](=[O:5])[C:2]=2[CH:16]2[CH2:21][CH2:20][O:19][CH2:18][CH2:17]2)[CH2:11][CH2:12]1, predict the reactants needed to synthesize it. The reactants are: O[C:2]([CH:16]1[CH2:21][CH2:20][O:19][CH2:18][CH2:17]1)([CH:6]([CH:10]1[CH2:15][CH2:14][O:13][CH2:12][CH2:11]1)[C:7]([OH:9])=[O:8])[C:3]([OH:5])=O. (5) Given the product [OH:3][CH2:4][CH:5]([NH:16][C:17](=[O:19])[CH3:18])[CH2:6][C:7]1[C:11]2[CH:12]=[N:13][CH:14]=[CH:15][C:10]=2[NH:9][CH:8]=1, predict the reactants needed to synthesize it. The reactants are: C([O:3][C:4](=O)[CH:5]([NH:16][C:17](=[O:19])[CH3:18])[CH2:6][C:7]1[C:11]2[CH:12]=[N:13][CH:14]=[CH:15][C:10]=2[NH:9][CH:8]=1)C.[Li+].[BH4-].C(OCC)C.OS([O-])(=O)=O.[K+]. (6) Given the product [F:16][C:15]([F:18])([F:17])[O:14][C:11]1[CH:12]=[CH:13][C:8]([C:6]2[CH:7]=[C:2]([C:24]3[CH:25]=[CH:26][C:21]([CH:19]=[O:20])=[CH:22][CH:23]=3)[CH:3]=[N:4][CH:5]=2)=[CH:9][CH:10]=1, predict the reactants needed to synthesize it. The reactants are: Br[C:2]1[CH:3]=[N:4][CH:5]=[C:6]([C:8]2[CH:13]=[CH:12][C:11]([O:14][C:15]([F:18])([F:17])[F:16])=[CH:10][CH:9]=2)[CH:7]=1.[CH:19]([C:21]1[CH:26]=[CH:25][C:24](B(O)O)=[CH:23][CH:22]=1)=[O:20]. (7) Given the product [CH3:1][O:2][C:3](=[O:28])[CH2:4][C@H:5]([C:7]1[CH:8]=[CH:9][C:10]([CH2:13][N:14]2[C:19](=[O:20])[C:18]([C:21]3[CH:22]=[CH:23][C:24]([NH:27][C:36]([NH:35][C:30]4[CH:31]=[C:32]([CH3:40])[CH:33]=[CH:34][CH:29]=4)=[O:37])=[CH:25][CH:26]=3)=[CH:17][N:16]=[CH:15]2)=[CH:11][CH:12]=1)[CH3:6], predict the reactants needed to synthesize it. The reactants are: [CH3:1][O:2][C:3](=[O:28])[CH2:4][C@H:5]([C:7]1[CH:12]=[CH:11][C:10]([CH2:13][N:14]2[C:19](=[O:20])[C:18]([C:21]3[CH:26]=[CH:25][C:24]([NH2:27])=[CH:23][CH:22]=3)=[CH:17][N:16]=[CH:15]2)=[CH:9][CH:8]=1)[CH3:6].[C:29]1(C)[C:30]([N:35]=[C:36]=[O:37])=[CH:31][CH:32]=[CH:33][CH:34]=1.Cl[CH2:40]Cl. (8) Given the product [CH3:19][O:20][C:21](=[O:29])[C:22]1[CH:27]=[CH:26][CH:25]=[CH:24][C:23]=1[NH:28][C:9](=[O:11])[CH:8]([C:5]1[CH:6]=[CH:7][C:2]([OH:1])=[C:3]([O:13][CH3:14])[CH:4]=1)[CH3:12], predict the reactants needed to synthesize it. The reactants are: [OH:1][C:2]1[CH:7]=[CH:6][C:5]([CH:8]([CH3:12])[C:9]([OH:11])=O)=[CH:4][C:3]=1[O:13][CH3:14].O=S(Cl)Cl.[CH3:19][O:20][C:21](=[O:29])[C:22]1[CH:27]=[CH:26][CH:25]=[CH:24][C:23]=1[NH2:28].CCCCCC. (9) Given the product [F:35][C:36]1[CH:37]=[C:38]([CH:42]=[C:43]([N:45]2[CH2:50][CH2:49][O:48][CH2:47][CH2:46]2)[CH:44]=1)[C:39]([NH:7][C:8]1[C:17]2[C:12](=[CH:13][CH:14]=[CH:15][CH:16]=2)[C:11]([CH:18]=[CH:19][CH2:20][N:21]2[CH2:22][CH2:23][O:24][CH2:25][CH2:26]2)=[CH:10][CH:9]=1)=[O:41], predict the reactants needed to synthesize it. The reactants are: C(OC(=O)[NH:7][C:8]1[C:17]2[C:12](=[CH:13][CH:14]=[CH:15][CH:16]=2)[C:11]([CH:18]=[CH:19][CH2:20][N:21]2[CH2:26][CH2:25][O:24][CH2:23][CH2:22]2)=[CH:10][CH:9]=1)(C)(C)C.FC(F)(F)C(O)=O.[F:35][C:36]1[CH:37]=[C:38]([CH:42]=[C:43]([N:45]2[CH2:50][CH2:49][O:48][CH2:47][CH2:46]2)[CH:44]=1)[C:39]([OH:41])=O.CN(C(ON1N=NC2C=CC=CC1=2)=[N+](C)C)C.F[P-](F)(F)(F)(F)F.C(N(C(C)C)CC)(C)C.